From a dataset of Full USPTO retrosynthesis dataset with 1.9M reactions from patents (1976-2016). Predict the reactants needed to synthesize the given product. (1) Given the product [OH:1][C@H:2]1[CH2:7][CH2:6][C@H:5]([NH:8][C:9]([C:11]2[C:19]3[C:14](=[N:15][CH:16]=[C:17]([C:20]4[C:28]5[C:23](=[CH:24][C:25]([Cl:29])=[CH:26][CH:27]=5)[N:22]([CH3:30])[N:21]=4)[N:18]=3)[NH:13][CH:12]=2)=[O:10])[CH2:4][CH2:3]1, predict the reactants needed to synthesize it. The reactants are: [OH:1][C@H:2]1[CH2:7][CH2:6][C@H:5]([NH:8][C:9]([C:11]2[C:19]3[C:14](=[N:15][CH:16]=[C:17]([C:20]4[C:28]5[C:23](=[CH:24][C:25]([Cl:29])=[CH:26][CH:27]=5)[N:22]([CH3:30])[N:21]=4)[N:18]=3)[N:13](COCC[Si](C)(C)C)[CH:12]=2)=[O:10])[CH2:4][CH2:3]1.FC(F)(F)C(O)=O.C(N)CN. (2) Given the product [CH2:30]([O:29][C:22]1[CH:21]=[C:20]([C:18](=[O:19])[CH2:17][CH2:16][C:15]([NH:14][C:4]2[CH:3]=[C:2]([C:65]3[CH:66]=[CH:67][C:62]([F:61])=[CH:63][CH:64]=3)[CH:7]=[C:6]([C:8]3[CH:13]=[CH:12][CH:11]=[CH:10][CH:9]=3)[N:5]=2)=[O:32])[CH:25]=[CH:24][C:23]=1[O:26][CH2:27][CH3:28])[CH3:31], predict the reactants needed to synthesize it. The reactants are: Cl[C:2]1[CH:7]=[C:6]([C:8]2[CH:13]=[CH:12][CH:11]=[CH:10][CH:9]=2)[N:5]=[C:4]([NH:14][C:15](=[O:32])[CH2:16][CH2:17][C:18]([C:20]2[CH:25]=[CH:24][C:23]([O:26][CH2:27][CH3:28])=[C:22]([O:29][CH2:30][CH3:31])[CH:21]=2)=[O:19])[CH:3]=1.C1(C)C=CC=CC=1P(C1C=CC=CC=1C)C1C=CC=CC=1C.C(=O)([O-])[O-].[K+].[K+].[F:61][C:62]1[CH:67]=[CH:66][C:65](B(O)O)=[CH:64][CH:63]=1. (3) Given the product [NH:15]1[CH2:16][CH2:17][O:18][C@H:13]([CH2:12][NH:11][C:8](=[O:10])[CH3:9])[CH2:14]1, predict the reactants needed to synthesize it. The reactants are: C(O)(C(F)(F)F)=O.[C:8]([NH:11][CH2:12][C@H:13]1[O:18][CH2:17][CH2:16][N:15](C(OC(C)(C)C)=O)[CH2:14]1)(=[O:10])[CH3:9]. (4) Given the product [CH3:26][S:27]([N:13]1[CH2:12][CH:11]=[C:10]([B:5]2[O:4][C:3]([CH3:16])([CH3:2])[C:7]([CH3:8])([CH3:9])[O:6]2)[CH2:15][CH2:14]1)(=[O:29])=[O:28], predict the reactants needed to synthesize it. The reactants are: [Cl-].[CH3:2][C:3]1([CH3:16])[C:7]([CH3:9])([CH3:8])[O:6][B:5]([C:10]2[CH2:11][CH2:12][NH2+:13][CH2:14][CH:15]=2)[O:4]1.C(N(C(C)C)C(C)C)C.[CH3:26][S:27](Cl)(=[O:29])=[O:28]. (5) Given the product [CH3:20][O:19][C:16]1[CH:17]=[C:18]2[C:13](=[CH:14][C:15]=1[O:21][CH3:22])[N:12]=[CH:11][CH:10]=[C:9]2[O:8][C:5]1[CH:6]=[N:7][C:2]([O:24][CH3:23])=[CH:3][CH:4]=1, predict the reactants needed to synthesize it. The reactants are: Cl[C:2]1[N:7]=[CH:6][C:5]([O:8][C:9]2[C:18]3[C:13](=[CH:14][C:15]([O:21][CH3:22])=[C:16]([O:19][CH3:20])[CH:17]=3)[N:12]=[CH:11][CH:10]=2)=[CH:4][CH:3]=1.[CH3:23][O-:24].[Na+].O. (6) Given the product [Cl:1][C:2]1[CH:3]=[CH:4][C:5]([C:6]2[CH:7]=[CH:8][C:9]([CH2:19][CH3:20])=[C:10]([CH:12]3[C:16](=[O:17])[CH:15]4[CH2:27][S:28][CH2:30][CH:14]4[C:13]3=[O:18])[CH:11]=2)=[CH:21][CH:22]=1, predict the reactants needed to synthesize it. The reactants are: [Cl:1][C:2]1[CH:22]=[CH:21][C:5]([C:6]2[CH:7]=[CH:8][C:9]([CH2:19][CH3:20])=[C:10]([CH:12]3[C:16](=[O:17])[CH:15]=[CH:14][C:13]3=[O:18])[CH:11]=2)=[CH:4][CH:3]=1.C[Si]([CH2:27][S:28]([CH2:30][Si](C)(C)C)=O)(C)C. (7) The reactants are: [NH:1]1[CH:8]=[CH:7][C:5]([NH2:6])=[N:4][C:2]1=[O:3].[Li]CCCC.[F:14][C@@H:15]1[C@@H:20]2[O:21][CH:22]([C:25]3[CH:30]=[CH:29][CH:28]=[CH:27][CH:26]=3)[O:23][CH2:24][C@H:19]2[O:18][CH2:17][C@@H:16]1OS(C(F)(F)F)(=O)=O. Given the product [NH2:6][C:5]1[CH:7]=[CH:8][N:1]([C@@H:16]2[CH2:17][O:18][C@H:19]3[C@@H:20]([O:21][CH:22]([C:25]4[CH:30]=[CH:29][CH:28]=[CH:27][CH:26]=4)[O:23][CH2:24]3)[C@H:15]2[F:14])[C:2](=[O:3])[N:4]=1, predict the reactants needed to synthesize it.